This data is from Catalyst prediction with 721,799 reactions and 888 catalyst types from USPTO. The task is: Predict which catalyst facilitates the given reaction. (1) Reactant: ClC1C(F)=C(C=CC=1)CNC([C@@H]1C[C@]2(CO)[C@@H](C2)N1C(=O)CN1C2=NC=CC=C2C(C(=O)C)=C1)=O.C(O[C:41]([N:43]1[CH2:48][C@H:47]2[C@H:45]([CH2:46]2)[C@H:44]1[C:49](=[O:62])[NH:50][C@@H:51]([C:54]1[CH:59]=[CH:58][CH:57]=[C:56]([Cl:60])[C:55]=1[F:61])[CH2:52][OH:53])=[O:42])(C)(C)C.[C:63]([C:66]1[C:74]2[C:69](=[CH:70][CH:71]=[CH:72][CH:73]=2)[N:68]([CH2:75]C(O)=O)[CH:67]=1)(=[O:65])[CH3:64]. Product: [Cl:60][C:56]1[C:55]([F:61])=[C:54]([C@H:51]([NH:50][C:49]([C@H:44]2[N:43]([C:41](=[O:42])[CH2:75][N:68]3[C:69]4[C:74](=[CH:73][CH:72]=[CH:71][CH:70]=4)[C:66]([C:63](=[O:65])[CH3:64])=[CH:67]3)[CH2:48][C@H:47]3[C@@H:45]2[CH2:46]3)=[O:62])[CH2:52][OH:53])[CH:59]=[CH:58][CH:57]=1. The catalyst class is: 25. (2) Reactant: [CH3:1][O:2][C:3]([C:5]1[NH:6][N:7]=[C:8]([OH:10])[CH:9]=1)=[O:4].[CH3:11][C:12]1[O:16][N:15]=[C:14]([C:17]2[CH:22]=[CH:21][CH:20]=[CH:19][CH:18]=2)[C:13]=1[CH2:23]O.C1(P(C2C=CC=CC=2)C2C=CC=CC=2)C=CC=CC=1.N(C(OCC)=O)=NC(OCC)=O. Product: [CH3:1][O:2][C:3]([C:5]1[NH:6][N:7]=[C:8]([O:10][CH2:23][C:13]2[C:14]([C:17]3[CH:22]=[CH:21][CH:20]=[CH:19][CH:18]=3)=[N:15][O:16][C:12]=2[CH3:11])[CH:9]=1)=[O:4]. The catalyst class is: 1.